From a dataset of Experimentally validated miRNA-target interactions with 360,000+ pairs, plus equal number of negative samples. Binary Classification. Given a miRNA mature sequence and a target amino acid sequence, predict their likelihood of interaction. (1) The miRNA is mmu-miR-350-3p with sequence UUCACAAAGCCCAUACACUUUC. The protein sequence of the target gene is MQETPSVPSNSSSHSQSVLTIQRQVSALGSSSTGPTSLKTSSTPTPGQLKTKVPNVRRMRRIISEDAEWSLAIVPLLTELCIQHIVKNFQNNPILKQLPLEHQKKVLSNLPPELPLTVTANLIDDENYWHRCCIKRWSVCHVSRHGGSWKRMFFERHLENLLKLFIPGTTDPNVILDLLPLCRNYVRRIHVDQFLPPVRMPTPLQGEEQSDSGSEGEGSEPEKDHYQLQTLVGGLKHLEELDLVYGVKDCGMNFEWNLFLFTYRDCYSLAATIKACHTLKIFKLTRSKVDDDKARILIRS.... Result: 0 (no interaction). (2) The miRNA is cgr-miR-29b-3p with sequence UAGCACCAUUUGAAAUCAGUGUU. The protein sequence of the target gene is MAAVVQQNDLVFEFASNVMEDERQLGDPAIFPAVIVEHVPGADILNSYAGLACVEEPNDMITESSLDVAEEEIIDDDDDDITLTVEASCHDGDETIETIEAAEALLNMDSPGPMLDEKRINNNIFSSPEDDMVVAPVTHVSVTLDGIPEVMETQQVQEKYADSPGASSPEQPKRKKGRKTKPPRPDSPATTPNISVKKKNKDGKGNTIYLWEFLLALLQDKATCPKYIKWTQREKGIFKLVDSKAVSRLWGKHKNKPDMNYETMGRALRYYYQRGILAKVEGQRLVYQFKEMPKDLIYIN.... Result: 0 (no interaction). (3) The miRNA is hsa-miR-6833-3p with sequence UUUCUCUCUCCACUUCCUCAG. The protein sequence of the target gene is MAPMGIRLSPLGVAVFCLLGLGVLYHLYSGFLAGRFSLFGLGGEPGGGAAGPAAAADGGTVDLREMLAVSVLAAVRGGDEVRRVRESNVLHEKSKGKTREGAEDKMTSGDVLSNRKMFYLLKTAFPSVQINTEEHVDAADQEVILWDHKIPEDILKEVTTPKEVPAESVTVWIDPLDATQEYTEDLRKYVTTMVCVAVNGKPMLGVIHKPFSEYTAWAMVDGGSNVKARSSYNEKTPRIVVSRSHSGMVKQVALQTFGNQTTIIPAGGAGYKVLALLDVPDKSQEKADLYIHVTYIKKWD.... Result: 0 (no interaction). (4) The miRNA is hsa-miR-29a-3p with sequence UAGCACCAUCUGAAAUCGGUUA. The protein sequence of the target gene is MLLELSEEHKEHLAFLPQVDSAVVAEFGRIAVEFLRRGANPKIYEGAARKLNVSSDTVQHGVEGLTYLLTESSKLMISELDFQDSVFVLGFSEELNKLLLQLYLDNRKEIRTILSELAPSLPSYHNLEWRLDVQLASRSLRQQIKPAVTIKLHLNQNGDHNTKVLQTDPATLLHLVQQLEQALEEMKTNHCRRVVRNIK. Result: 1 (interaction). (5) The miRNA is hsa-miR-6070 with sequence CCGGUUCCAGUCCCUGGAG. The protein sequence of the target gene is MSEIRFTNLTWDQVITLDQVLDEVIPIHGKGNFPTMEVKPKDIIHVVKDQLIGQGIIVKDARLNGSVASYILASHNGISYKDLDVIFGVELPGNEEFQVVKDAVLDCLLDFLPKDVKKEKLSPDIMKDAYVQKLVKVCNGHDCWSLISLSNNTGKNLELKFVSSLRRQFEFSVDSFQIVLDPMLDFYSDKNAKLTKESYPVVVAESMYGDFQEAMTHLQHKLICTRKPEEIRGGGLLKYCSLLVHGFKPACMSEIKNLERYMCSRFFIDFPHIEEQQKKIESYLHNHFIGEGMTKYDYLM.... Result: 0 (no interaction). (6) The miRNA is hsa-miR-335-5p with sequence UCAAGAGCAAUAACGAAAAAUGU. The protein sequence of the target gene is MAGPRPSPWARLLLAALISVSLSGTLANRCKKAPVKSCTECVRVDKDCAYCTDEMFRDRRCNTQAELLAAGCQRESIVVMESSFQITEETQIDTTLRRSQMSPQGLRVRLRPGEERHFELEVFEPLESPVDLYILMDFSNSMSDDLDNLKKMGQNLARVLSQLTSDYTIGFGKFVDKVSVPQTDMRPEKLKEPWPNSDPPFSFKNVISLTEDVDEFRNKLQGERISGNLDAPEGGFDAILQTAVCTRDIGWRPDSTHLLVFSTESAFHYEADGANVLAGIMSRNDERCHLDTTGTYTQYR.... Result: 1 (interaction).